From a dataset of Forward reaction prediction with 1.9M reactions from USPTO patents (1976-2016). Predict the product of the given reaction. (1) Given the reactants [CH3:1][O:2][C:3]1[C:8]2=[CH:9][CH:10]=[C:11]3[C:20]([N:19]=[C:18]4[C:13]([CH:14]=[CH:15][CH:16]=[C:17]4[C:21]([OH:23])=O)=[N:12]3)=[C:7]2[CH:6]=[CH:5][CH:4]=1.Cl.[CH3:25][N:26]([CH3:31])[CH2:27][C@H:28]([NH2:30])[CH3:29], predict the reaction product. The product is: [CH3:25][N:26]([CH3:31])[CH2:27][C@H:28]([NH:30][C:21]([C:17]1[C:18]2[C:13](=[N:12][C:11]3[C:20]([N:19]=2)=[C:7]2[CH:6]=[CH:5][CH:4]=[C:3]([O:2][CH3:1])[C:8]2=[CH:9][CH:10]=3)[CH:14]=[CH:15][CH:16]=1)=[O:23])[CH3:29]. (2) Given the reactants C(OC([NH:8][C:9]1[C:10]([C:16]([OH:18])=[O:17])=[CH:11][C:12]([F:15])=[N:13][CH:14]=1)=O)(C)(C)C.C(O)(C(F)(F)F)=O, predict the reaction product. The product is: [NH2:8][C:9]1[C:10]([C:16]([OH:18])=[O:17])=[CH:11][C:12]([F:15])=[N:13][CH:14]=1.